Dataset: Forward reaction prediction with 1.9M reactions from USPTO patents (1976-2016). Task: Predict the product of the given reaction. (1) Given the reactants [CH:1]([C:3]1[CH:4]=[C:5]([CH:10]=[CH:11][C:12]=1[OH:13])[C:6]([O:8][CH3:9])=[O:7])=[O:2].[C:14]([O-])([O-])=O.[K+].[K+].CI.O, predict the reaction product. The product is: [CH:1]([C:3]1[CH:4]=[C:5]([CH:10]=[CH:11][C:12]=1[O:13][CH3:14])[C:6]([O:8][CH3:9])=[O:7])=[O:2]. (2) Given the reactants C(O[C:6](=O)[NH:7][C:8]1[CH:13]=[C:12]([F:14])[C:11]([F:15])=[CH:10][C:9]=1[NH2:16])(C)(C)C.[CH:18]1(C=O)[CH2:23][CH2:22][CH2:21][CH2:20][CH2:19]1.ClC1C=CC([C:31]([OH:33])=[O:32])=CN=1.[N+:36]([CH2:38][C:39]1[CH:44]=[CH:43][CH:42]=C[CH:40]=1)#[C-].[ClH:45].N([O-])=O.[Na+].[Li+].[OH-], predict the reaction product. The product is: [Cl:45][C:42]1[N:36]=[CH:38][C:39]([C:40]2[N:7]([CH:6]([CH:18]3[CH2:19][CH2:20][CH2:21][CH2:22][CH2:23]3)[C:31]([OH:33])=[O:32])[C:8]3[CH:13]=[C:12]([F:14])[C:11]([F:15])=[CH:10][C:9]=3[N:16]=2)=[CH:44][CH:43]=1. (3) Given the reactants CS([O:5][S:6]([CH3:9])(=[O:8])=[O:7])(=O)=O.O[CH2:11]/[CH:12]=[CH:13]\[C:14]1[CH:19]=[C:18]([F:20])[CH:17]=[CH:16][C:15]=1[S:21]([N:24]([C:29]1[C:38]([C:39]([O:41][CH3:42])=[O:40])=[C:37]2[C:32]([C@H:33]3[CH2:43][C@H:34]3[CH2:35][O:36]2)=[CH:31][CH:30]=1)[C:25]([O:27][CH3:28])=[O:26])(=[O:23])=[O:22].C(N(C(C)C)CC)(C)C.C(=O)(O)[O-].[Na+], predict the reaction product. The product is: [F:20][C:18]1[CH:17]=[CH:16][C:15]([S:21]([N:24]([C:29]2[C:38]([C:39]([O:41][CH3:42])=[O:40])=[C:37]3[C:32]([C@H:33]4[CH2:43][C@H:34]4[CH2:35][O:36]3)=[CH:31][CH:30]=2)[C:25]([O:27][CH3:28])=[O:26])(=[O:22])=[O:23])=[C:14](/[CH:13]=[CH:12]\[CH2:11][O:5][S:6]([CH3:9])(=[O:7])=[O:8])[CH:19]=1. (4) Given the reactants [Br:1][C:2]1[CH:7]=[CH:6][CH:5]=[C:4]([Br:8])[C:3]=1[CH2:9]Br.[C:11]([O-:14])(=[O:13])[CH3:12].[K+], predict the reaction product. The product is: [Br:8][C:4]1[CH:5]=[CH:6][CH:7]=[C:2]([Br:1])[C:3]=1[CH2:9][O:14][C:11](=[O:13])[CH3:12]. (5) Given the reactants [Cl-].O[NH3+:3].[C:4](=[O:7])([O-])[OH:5].[Na+].CS(C)=O.[C:13]([O:16][C:17]([CH3:56])([CH3:55])[C:18]([O:20][C@H:21]1[CH2:26][CH2:25][C@H:24]([N:27]2[C:32](=[O:33])[C:31]([CH2:34][C:35]3[CH:40]=[CH:39][C:38]([C:41]4[CH:46]=[CH:45][CH:44]=[CH:43][C:42]=4[C:47]#[N:48])=[CH:37][CH:36]=3)=[C:30]([CH2:49][CH2:50][CH3:51])[N:29]3[N:52]=[CH:53][CH:54]=[C:28]23)[CH2:23][CH2:22]1)=[O:19])(=[O:15])[CH3:14], predict the reaction product. The product is: [C:13]([O:16][C:17]([CH3:55])([CH3:56])[C:18]([O:20][C@H:21]1[CH2:26][CH2:25][C@H:24]([N:27]2[C:32](=[O:33])[C:31]([CH2:34][C:35]3[CH:36]=[CH:37][C:38]([C:41]4[CH:46]=[CH:45][CH:44]=[CH:43][C:42]=4[C:47]4[NH:3][C:4](=[O:7])[O:5][N:48]=4)=[CH:39][CH:40]=3)=[C:30]([CH2:49][CH2:50][CH3:51])[N:29]3[N:52]=[CH:53][CH:54]=[C:28]23)[CH2:23][CH2:22]1)=[O:19])(=[O:15])[CH3:14]. (6) Given the reactants CC[O-].[Na+].[CH2:5]([C:12]1[CH:13]=[C:14]([N:23]([C:35](=[O:42])[CH2:36][C:37]([O:39][CH2:40][CH3:41])=[O:38])[CH2:24][C:25]2[CH:30]=[CH:29][C:28]([S:31]([CH3:34])(=[O:33])=[O:32])=[CH:27][CH:26]=2)[C:15]([C:18]([O:20]CC)=O)=[N:16][CH:17]=1)[C:6]1[CH:11]=[CH:10][CH:9]=[CH:8][CH:7]=1.Cl, predict the reaction product. The product is: [CH2:5]([C:12]1[CH:13]=[C:14]2[C:15]([C:18]([OH:20])=[C:36]([C:37]([O:39][CH2:40][CH3:41])=[O:38])[C:35](=[O:42])[N:23]2[CH2:24][C:25]2[CH:26]=[CH:27][C:28]([S:31]([CH3:34])(=[O:32])=[O:33])=[CH:29][CH:30]=2)=[N:16][CH:17]=1)[C:6]1[CH:7]=[CH:8][CH:9]=[CH:10][CH:11]=1. (7) Given the reactants [O:1]=[S:2]1(=[O:18])[CH2:6][CH2:5][CH2:4][N:3]1[C:7]1[CH:17]=[CH:16][C:10]([C:11]([O:13]CC)=O)=[CH:9][N:8]=1.[CH:19]1([C:22]2[CH:23]=[C:24]([CH3:34])[C:25]([N:28]3[CH2:33][CH2:32][NH:31][CH2:30][CH2:29]3)=[N:26][CH:27]=2)[CH2:21][CH2:20]1, predict the reaction product. The product is: [CH:19]1([C:22]2[CH:23]=[C:24]([CH3:34])[C:25]([N:28]3[CH2:29][CH2:30][N:31]([C:11]([C:10]4[CH:9]=[N:8][C:7]([N:3]5[CH2:4][CH2:5][CH2:6][S:2]5(=[O:1])=[O:18])=[CH:17][CH:16]=4)=[O:13])[CH2:32][CH2:33]3)=[N:26][CH:27]=2)[CH2:21][CH2:20]1.